Dataset: Catalyst prediction with 721,799 reactions and 888 catalyst types from USPTO. Task: Predict which catalyst facilitates the given reaction. Reactant: [Cl:1][C:2]1[C:3]2[C:4]3[CH:5]=[C:6]([CH2:15][C:16](OCC)=[O:17])[CH:7]=[CH:8][C:9]=3[S:10][C:11]=2[N:12]=[CH:13][N:14]=1.CC(C[AlH]CC(C)C)C. Product: [Cl:1][C:2]1[C:3]2[C:4]3[CH:5]=[C:6]([CH2:15][CH2:16][OH:17])[CH:7]=[CH:8][C:9]=3[S:10][C:11]=2[N:12]=[CH:13][N:14]=1. The catalyst class is: 1.